This data is from Full USPTO retrosynthesis dataset with 1.9M reactions from patents (1976-2016). The task is: Predict the reactants needed to synthesize the given product. Given the product [N+:17]([C:4]1[CH:5]=[C:6]([S:9]([N:12]2[CH2:13][CH2:14][CH2:15][CH2:16]2)(=[O:10])=[O:11])[CH:7]=[CH:8][C:3]=1[OH:2])([O-:19])=[O:18], predict the reactants needed to synthesize it. The reactants are: C[O:2][C:3]1[CH:8]=[CH:7][C:6]([S:9]([N:12]2[CH2:16][CH2:15][CH2:14][CH2:13]2)(=[O:11])=[O:10])=[CH:5][C:4]=1[N+:17]([O-:19])=[O:18].[OH-].[K+].Cl.